This data is from Full USPTO retrosynthesis dataset with 1.9M reactions from patents (1976-2016). The task is: Predict the reactants needed to synthesize the given product. (1) Given the product [C:28]([C:32]1[N:33]=[C:34]([N:52]2[CH2:18][CH2:19][CH2:20][C:15]2([CH3:14])[CH3:16])[C:35]2[N:40]=[N:39][N:38]([CH2:41][C:42]3[CH:47]=[CH:46][CH:45]=[CH:44][C:43]=3[Cl:48])[C:36]=2[N:37]=1)([CH3:31])([CH3:30])[CH3:29], predict the reactants needed to synthesize it. The reactants are: C(C1N=C(N2CCOCC2)C2N=NN([CH2:14][C:15]3[CH:20]=[CH:19][CH:18]=C[C:16]=3Cl)C=2N=1)(C)(C)C.[C:28]([C:32]1[N:33]=[C:34](Cl)[C:35]2[N:40]=[N:39][N:38]([CH2:41][C:42]3[CH:47]=[CH:46][CH:45]=[CH:44][C:43]=3[Cl:48])[C:36]=2[N:37]=1)([CH3:31])([CH3:30])[CH3:29].CC1CCC[NH:52]1. (2) Given the product [CH3:19][CH2:20][C:21](=[N:2][NH:1][C:3]1[N:8]=[CH:7][N:6]=[C:5]([OH:9])[CH:4]=1)[CH2:22][CH3:23], predict the reactants needed to synthesize it. The reactants are: [NH:1]([C:3]1[N:8]=[CH:7][N:6]=[C:5]([OH:9])[CH:4]=1)[NH2:2].N(C1NC=NC(=O)C=1)N.[CH3:19][CH2:20][C:21](=O)[CH2:22][CH3:23]. (3) Given the product [CH2:1]([O:3][C:4](=[O:15])[CH2:5][CH2:6][C:7]1[CH:8]=[CH:9][C:10]([CH2:13][OH:14])=[CH:11][CH:12]=1)[CH3:2], predict the reactants needed to synthesize it. The reactants are: [CH2:1]([O:3][C:4](=[O:15])[CH:5]=[CH:6][C:7]1[CH:12]=[CH:11][C:10]([CH2:13][OH:14])=[CH:9][CH:8]=1)[CH3:2].[H][H]. (4) Given the product [CH3:1][O:2][C:3]1[CH:4]=[C:5]2[C:9](=[CH:10][CH:11]=1)[N:8]([CH3:18])[CH:7]=[C:6]2[CH2:21][C:20]([O:23][CH3:24])=[O:22], predict the reactants needed to synthesize it. The reactants are: [CH3:1][O:2][C:3]1[CH:4]=[C:5]2[C:9](=[CH:10][CH:11]=1)[NH:8][CH:7]=[C:6]2CC(O)=O.[OH-].[K+].[CH3:18]I.[C:20]([O:23][CH2:24]C)(=[O:22])[CH3:21]. (5) Given the product [CH:31]([N:14]([CH2:13][C@@H:11]1[CH2:12][NH:8][CH2:9][C@H:10]1[O:34][C:36](=[O:37])[NH:35][CH2:38][C:39]1[O:40][CH:41]=[CH:42][CH:43]=1)[C:15](=[O:30])[C:16]1[CH:21]=[CH:20][C:19]([O:22][CH3:23])=[C:18]([O:24][CH2:25][CH2:26][CH2:27][O:28][CH3:29])[CH:17]=1)([CH3:33])[CH3:32], predict the reactants needed to synthesize it. The reactants are: C(OC([N:8]1[CH2:12][C@@H:11]([CH2:13][N:14]([CH:31]([CH3:33])[CH3:32])[C:15](=[O:30])[C:16]2[CH:21]=[CH:20][C:19]([O:22][CH3:23])=[C:18]([O:24][CH2:25][CH2:26][CH2:27][O:28][CH3:29])[CH:17]=2)[C@H:10]([OH:34])[CH2:9]1)=O)(C)(C)C.[N:35]([CH2:38][C:39]1[O:40][CH:41]=[CH:42][CH:43]=1)=[C:36]=[O:37].CC#N.O.CC#N. (6) Given the product [Cl:21][C:16]1[CH:17]=[CH:18][CH:19]=[CH:20][C:15]=1[CH2:14][O:13][C:11]([NH:7][CH2:6][CH2:5][CH2:4][CH2:3][CH2:2][C:1]([OH:8])=[O:9])=[O:12], predict the reactants needed to synthesize it. The reactants are: [C:1]1(=[O:8])[NH:7][CH2:6][CH2:5][CH2:4][CH2:3][CH2:2]1.[OH2:9].Cl[C:11]([O:13][CH2:14][C:15]1[CH:20]=[CH:19][CH:18]=[CH:17][C:16]=1[Cl:21])=[O:12].